Dataset: Catalyst prediction with 721,799 reactions and 888 catalyst types from USPTO. Task: Predict which catalyst facilitates the given reaction. (1) Reactant: [Cl:1][C:2]1[CH:7]=[C:6]([Cl:8])[CH:5]=[CH:4][C:3]=1[C:9]1[C:10]([C:18]#[N:19])=[CH:11][C:12]2[N:13]([CH:15]=[CH:16][N:17]=2)[CH:14]=1.[N+:20]([O-])([OH:22])=[O:21].O. Product: [Cl:1][C:2]1[CH:7]=[C:6]([Cl:8])[CH:5]=[CH:4][C:3]=1[C:9]1[C:10]([C:18]#[N:19])=[CH:11][C:12]2[N:13]([C:15]([N+:20]([O-:22])=[O:21])=[CH:16][N:17]=2)[CH:14]=1. The catalyst class is: 82. (2) The catalyst class is: 606. Product: [CH2:1]([N:8]([CH2:18][CH:19]([NH2:41])[CH2:20][N:21]([CH2:31][C:32]1[CH:37]=[CH:36][CH:35]=[CH:34][CH:33]=1)[C:22]([O:24][CH2:25][C:26]1[S:30][CH:29]=[N:28][CH:27]=1)=[O:23])[C:9](=[O:17])[O:10][CH2:11][C:12]1[S:16][CH:15]=[N:14][CH:13]=1)[C:2]1[CH:7]=[CH:6][CH:5]=[CH:4][CH:3]=1. Reactant: [CH2:1]([N:8]([CH2:18][CH:19](O)[CH2:20][N:21]([CH2:31][C:32]1[CH:37]=[CH:36][CH:35]=[CH:34][CH:33]=1)[C:22]([O:24][CH2:25][C:26]1[S:30][CH:29]=[N:28][CH:27]=1)=[O:23])[C:9](=[O:17])[O:10][CH2:11][C:12]1[S:16][CH:15]=[N:14][CH:13]=1)[C:2]1[CH:7]=[CH:6][CH:5]=[CH:4][CH:3]=1.CC[N:41](CC)CC.CS(Cl)(=O)=O.[N-]=[N+]=[N-].[Na+].O.O.[Sn](Cl)Cl.C([O-])(O)=O.[Na+].